This data is from Peptide-MHC class II binding affinity with 134,281 pairs from IEDB. The task is: Regression. Given a peptide amino acid sequence and an MHC pseudo amino acid sequence, predict their binding affinity value. This is MHC class II binding data. The peptide sequence is AFKVAAKAANAAPAN. The MHC is DRB1_0701 with pseudo-sequence DRB1_0701. The binding affinity (normalized) is 0.447.